From a dataset of NCI-60 drug combinations with 297,098 pairs across 59 cell lines. Regression. Given two drug SMILES strings and cell line genomic features, predict the synergy score measuring deviation from expected non-interaction effect. Drug 1: C1=C(C(=O)NC(=O)N1)N(CCCl)CCCl. Drug 2: C1=CC(=CC=C1CCCC(=O)O)N(CCCl)CCCl. Cell line: HCT116. Synergy scores: CSS=54.5, Synergy_ZIP=-4.17, Synergy_Bliss=-2.35, Synergy_Loewe=-3.83, Synergy_HSA=0.992.